This data is from Catalyst prediction with 721,799 reactions and 888 catalyst types from USPTO. The task is: Predict which catalyst facilitates the given reaction. (1) Reactant: [F:1][C:2]([F:40])([F:39])[C:3]1[CH:4]=[C:5]([CH:32]=[C:33]([C:35]([F:38])([F:37])[F:36])[CH:34]=1)[CH2:6][N:7]([CH2:20][C:21]1[CH:26]=[C:25]([C:27]([F:30])([F:29])[F:28])[CH:24]=[CH:23][C:22]=1[OH:31])[C:8]1[N:13]=[CH:12][C:11]([N:14]2[CH2:19][CH2:18][O:17][CH2:16][CH2:15]2)=[CH:10][N:9]=1.Br[CH2:42][CH2:43][CH2:44][C:45]([O:47][CH2:48][CH3:49])=[O:46].C(=O)([O-])[O-].[K+].[K+].O. Product: [F:40][C:2]([F:1])([F:39])[C:3]1[CH:4]=[C:5]([CH:32]=[C:33]([C:35]([F:37])([F:36])[F:38])[CH:34]=1)[CH2:6][N:7]([CH2:20][C:21]1[CH:26]=[C:25]([C:27]([F:30])([F:29])[F:28])[CH:24]=[CH:23][C:22]=1[O:31][CH2:42][CH2:43][CH2:44][C:45]([O:47][CH2:48][CH3:49])=[O:46])[C:8]1[N:13]=[CH:12][C:11]([N:14]2[CH2:15][CH2:16][O:17][CH2:18][CH2:19]2)=[CH:10][N:9]=1. The catalyst class is: 42. (2) Reactant: C(N(CC)CC)C.[NH2:8][C:9]1[CH:10]=[N:11][C:12]2[C:17]([C:18]=1[NH:19][CH2:20][CH2:21][CH2:22][NH:23][C:24](=[O:30])[O:25][C:26]([CH3:29])([CH3:28])[CH3:27])=[CH:16][CH:15]=[CH:14][CH:13]=2.[Cl:31][CH2:32][C:33](Cl)=O. Product: [Cl:31][CH2:32][C:33]1[N:19]([CH2:20][CH2:21][CH2:22][NH:23][C:24](=[O:30])[O:25][C:26]([CH3:27])([CH3:29])[CH3:28])[C:18]2[C:17]3[CH:16]=[CH:15][CH:14]=[CH:13][C:12]=3[N:11]=[CH:10][C:9]=2[N:8]=1. The catalyst class is: 98. (3) Reactant: [Br:1][C:2]1[S:3][CH:4]=[C:5]([C:7]([NH:9][C:10]2[C:11]([O:32][CH3:33])=[N:12][C:13]([NH:18][CH2:19][CH2:20][N:21]([CH:29]([CH3:31])[CH3:30])C(=O)OC(C)(C)C)=[N:14][C:15]=2[O:16][CH3:17])=[O:8])[N:6]=1. Product: [Br:1][C:2]1[S:3][CH:4]=[C:5]([C:7]([NH:9][C:10]2[C:15]([O:16][CH3:17])=[N:14][C:13]([NH:18][CH2:19][CH2:20][NH:21][CH:29]([CH3:30])[CH3:31])=[N:12][C:11]=2[O:32][CH3:33])=[O:8])[N:6]=1. The catalyst class is: 281. (4) Reactant: [Cl:1][C:2]1[C:3]([CH2:12][N:13]2[C:17]3[CH:18]=[C:19]([O:23][CH2:24][CH2:25][CH2:26][C:27]([O:29]CC)=[O:28])[CH:20]=[C:21]([CH3:22])[C:16]=3[N:15]=[C:14]2[CH3:32])=[N:4][CH:5]=[C:6]([C:8]([F:11])([F:10])[F:9])[CH:7]=1.[OH-].[Na+].Cl. Product: [Cl:1][C:2]1[C:3]([CH2:12][N:13]2[C:17]3[CH:18]=[C:19]([O:23][CH2:24][CH2:25][CH2:26][C:27]([OH:29])=[O:28])[CH:20]=[C:21]([CH3:22])[C:16]=3[N:15]=[C:14]2[CH3:32])=[N:4][CH:5]=[C:6]([C:8]([F:11])([F:10])[F:9])[CH:7]=1. The catalyst class is: 12.